This data is from Catalyst prediction with 721,799 reactions and 888 catalyst types from USPTO. The task is: Predict which catalyst facilitates the given reaction. (1) Reactant: [C:1](=[O:4])([O-])[O-].[K+].[K+].CI.CN(C)C=O.[Br:14][C:15]1[CH:16]=[CH:17][C:18](O)=[N:19][CH:20]=1. Product: [Br:14][C:15]1[CH:16]=[CH:17][C:1](=[O:4])[N:19]([CH3:18])[CH:20]=1. The catalyst class is: 6. (2) Reactant: [C:1]([C:3]1[CH:4]=[C:5]([C:10]2[S:14][C:13]([C:15]3[CH:24]=[CH:23][CH:22]=[C:21]4[C:16]=3[CH2:17][CH2:18][CH2:19][C@H:20]4[NH:25][C:26](=[O:32])[O:27][C:28]([CH3:31])([CH3:30])[CH3:29])=[N:12][N:11]=2)[CH:6]=[CH:7][C:8]=1F)#[N:2].[O:33]([CH:35]([CH3:37])[CH3:36])[Na]. Product: [C:1]([C:3]1[CH:4]=[C:5]([C:10]2[S:14][C:13]([C:15]3[CH:24]=[CH:23][CH:22]=[C:21]4[C:16]=3[CH2:17][CH2:18][CH2:19][C@H:20]4[NH:25][C:26](=[O:32])[O:27][C:28]([CH3:31])([CH3:30])[CH3:29])=[N:12][N:11]=2)[CH:6]=[CH:7][C:8]=1[O:33][CH:35]([CH3:37])[CH3:36])#[N:2]. The catalyst class is: 41. (3) Reactant: FC(F)(F)C([N:5]([CH2:15][CH:16]1[O:21][CH2:20][CH2:19][NH:18][CH2:17]1)[C@@H:6]1[CH2:8][C@H:7]1[C:9]1[CH:14]=[CH:13][CH:12]=[CH:11][CH:10]=1)=O.[CH:24]([C:26]1[CH:35]=[CH:34][C:29]([C:30]([O:32]C)=[O:31])=[CH:28][CH:27]=1)=O.C(O[BH-](OC(=O)C)OC(=O)C)(=O)C.[Na+].[OH-].[Na+]. Product: [C:9]1([C@@H:7]2[CH2:8][C@H:6]2[NH:5][CH2:15][CH:16]2[CH2:17][N:18]([CH2:24][C:26]3[CH:35]=[CH:34][C:29]([C:30]([OH:32])=[O:31])=[CH:28][CH:27]=3)[CH2:19][CH2:20][O:21]2)[CH:10]=[CH:11][CH:12]=[CH:13][CH:14]=1. The catalyst class is: 525. (4) Reactant: [Cl:1][C:2]1[CH:3]=[CH:4][C:5]([F:18])=[C:6]([C:8]2[N:9]=[C:10](I)[C:11]3[O:16][CH2:15][CH2:14][C:12]=3[N:13]=2)[CH:7]=1.C1C=CC(P(C2C(C3C(P(C4C=CC=CC=4)C4C=CC=CC=4)=CC=C4C=3C=CC=C4)=C3C(C=CC=C3)=CC=2)C2C=CC=CC=2)=CC=1.[NH2:65][C:66]1[CH:71]=[CH:70][N:69]=[CH:68][C:67]=1[CH3:72].C([O-])([O-])=O.[Cs+].[Cs+]. Product: [Cl:1][C:2]1[CH:3]=[CH:4][C:5]([F:18])=[C:6]([C:8]2[N:9]=[C:10]([NH:65][C:66]3[CH:71]=[CH:70][N:69]=[CH:68][C:67]=3[CH3:72])[C:11]3[O:16][CH2:15][CH2:14][C:12]=3[N:13]=2)[CH:7]=1. The catalyst class is: 231. (5) Reactant: CC([O-])(C)C.[K+].[CH:7]1[C:15]2[C:14]3[CH:16]=[CH:17][CH:18]=[CH:19][C:13]=3[S:12][C:11]=2[CH:10]=[CH:9][CH:8]=1.[SiH:20]([CH2:25][CH3:26])([CH2:23][CH3:24])[CH2:21][CH3:22]. Product: [CH:7]1[C:15]2[C:14]3[CH:16]=[CH:17][CH:18]=[CH:19][C:13]=3[S:12][C:11]=2[C:10]([Si:20]([CH2:25][CH3:26])([CH2:23][CH3:24])[CH2:21][CH3:22])=[CH:9][CH:8]=1. The catalyst class is: 12. (6) Reactant: [C:1]1(=[O:18])[N:5]([CH:6]2[CH2:11][CH2:10][C:9](=[O:12])[CH2:8][CH2:7]2)[C:4](=[O:13])[C:3]2=[CH:14][CH:15]=[CH:16][CH:17]=[C:2]12.[Br:19]Br.[Al+3].[Cl-].[Cl-].[Cl-]. Product: [Br:19][CH:7]1[CH:6]([N:5]2[C:4](=[O:13])[C:3]3=[CH:14][CH:15]=[CH:16][CH:17]=[C:2]3[C:1]2=[O:18])[CH2:11][CH2:10][C:9](=[O:12])[CH2:8]1. The catalyst class is: 13.